Dataset: Forward reaction prediction with 1.9M reactions from USPTO patents (1976-2016). Task: Predict the product of the given reaction. (1) Given the reactants [CH:1]([C:3]1[CH:4]=[C:5]([C:17]([NH:19][CH3:20])=[O:18])[C:6]2[N:7]([C:9]([CH3:16])=[C:10]([C:12]([F:15])([F:14])[F:13])[N:11]=2)[N:8]=1)=C.I([O-])(=O)(=O)=[O:22].[Na+], predict the reaction product. The product is: [CH:1]([C:3]1[CH:4]=[C:5]([C:17]([NH:19][CH3:20])=[O:18])[C:6]2[N:7]([C:9]([CH3:16])=[C:10]([C:12]([F:15])([F:14])[F:13])[N:11]=2)[N:8]=1)=[O:22]. (2) Given the reactants [Cl:1][C:2]1[CH:3]=[N:4][C:5]2[N:6]([N:8]=[C:9]([C:11]([OH:13])=O)[CH:10]=2)[CH:7]=1.[CH3:14][CH:15]1[C:24]2[C:19](=[C:20]([C:25]3[CH:30]=[CH:29][N:28]=[CH:27][CH:26]=3)[CH:21]=[CH:22][CH:23]=2)[CH2:18][CH2:17][NH:16]1, predict the reaction product. The product is: [Cl:1][C:2]1[CH:3]=[N:4][C:5]2[N:6]([N:8]=[C:9]([C:11]([N:16]3[CH2:17][CH2:18][C:19]4[C:24](=[CH:23][CH:22]=[CH:21][C:20]=4[C:25]4[CH:30]=[CH:29][N:28]=[CH:27][CH:26]=4)[CH:15]3[CH3:14])=[O:13])[CH:10]=2)[CH:7]=1. (3) Given the reactants [NH2:1][C:2]1[C:3]([CH3:8])=[CH:4][CH:5]=[CH:6][CH:7]=1.C[Al](C)C.C[O:14][C:15](=O)[C:16]1[CH:21]=[CH:20][C:19]([S:22][C:23]2[CH:28]=[CH:27][C:26]([O:29][CH3:30])=[CH:25][CH:24]=2)=[C:18]([NH:31][C:32]2[C:33]3[CH:41]=[CH:40][C:39]([CH3:42])=[N:38][C:34]=3[N:35]=[CH:36][N:37]=2)[CH:17]=1.[C@H](O)(C([O-])=O)[C@@H](O)C([O-])=O.[Na+].[K+], predict the reaction product. The product is: [CH3:30][O:29][C:26]1[CH:25]=[CH:24][C:23]([S:22][C:19]2[CH:20]=[CH:21][C:16]([C:15]([NH:1][C:2]3[CH:7]=[CH:6][CH:5]=[CH:4][C:3]=3[CH3:8])=[O:14])=[CH:17][C:18]=2[NH:31][C:32]2[C:33]3[CH:41]=[CH:40][C:39]([CH3:42])=[N:38][C:34]=3[N:35]=[CH:36][N:37]=2)=[CH:28][CH:27]=1. (4) Given the reactants [NH:1]1[C:5]2=[CH:6][N:7]=[C:8]([NH:10][C:11]3[C:12]4[C:19]5[CH2:20][CH2:21][C@H:22]([C:24](O)=[O:25])[CH2:23][C:18]=5[S:17][C:13]=4[N:14]=[CH:15][N:16]=3)[CH:9]=[C:4]2[CH:3]=[N:2]1.[CH3:27][O:28][CH2:29][CH2:30][NH:31][CH2:32][CH2:33][O:34][CH3:35], predict the reaction product. The product is: [CH3:27][O:28][CH2:29][CH2:30][N:31]([CH2:32][CH2:33][O:34][CH3:35])[C:24]([C@H:22]1[CH2:21][CH2:20][C:19]2[C:12]3[C:11]([NH:10][C:8]4[CH:9]=[C:4]5[CH:3]=[N:2][NH:1][C:5]5=[CH:6][N:7]=4)=[N:16][CH:15]=[N:14][C:13]=3[S:17][C:18]=2[CH2:23]1)=[O:25]. (5) Given the reactants Cl.[F:2][C:3]([F:20])([F:19])[C:4]1[CH:9]=[CH:8][C:7]([C:10]2[O:11][C:12]3[CH2:17][CH2:16][NH:15][CH2:14][C:13]=3[N:18]=2)=[CH:6][CH:5]=1.Cl[C:22]1[C:27]([C:28]#[N:29])=[CH:26][CH:25]=[CH:24][N:23]=1.CCN(C(C)C)C(C)C, predict the reaction product. The product is: [F:20][C:3]([F:2])([F:19])[C:4]1[CH:9]=[CH:8][C:7]([C:10]2[O:11][C:12]3[CH2:17][CH2:16][N:15]([C:22]4[N:23]=[CH:24][CH:25]=[CH:26][C:27]=4[C:28]#[N:29])[CH2:14][C:13]=3[N:18]=2)=[CH:6][CH:5]=1. (6) The product is: [CH3:43][O:42][C:40]([C:37]1([C:34]2[CH:35]=[CH:36][C:31]([C:2]3[CH:7]=[CH:6][C:5]([C:8]4[N:9]=[N:10][N:11]([CH3:22])[C:12]=4[NH:13][C:14]([O:15][C@H:16]([CH3:17])[CH:18]([CH3:20])[CH3:19])=[O:21])=[CH:4][CH:3]=3)=[CH:32][CH:33]=2)[CH2:39][CH2:38]1)=[O:41]. Given the reactants Br[C:2]1[CH:7]=[CH:6][C:5]([C:8]2[N:9]=[N:10][N:11]([CH3:22])[C:12]=2[NH:13][C:14](=[O:21])[O:15][C@@H:16]([CH:18]([CH3:20])[CH3:19])[CH3:17])=[CH:4][CH:3]=1.CC1(C)C(C)(C)OB([C:31]2[CH:36]=[CH:35][C:34]([C:37]3([C:40]([O:42][CH3:43])=[O:41])[CH2:39][CH2:38]3)=[CH:33][CH:32]=2)O1.CC(C1C=C(C(C)C)C(C2C=CC=CC=2P(C2CCCCC2)C2CCCCC2)=C(C(C)C)C=1)C.[O-]P([O-])([O-])=O.[K+].[K+].[K+], predict the reaction product. (7) Given the reactants [S:1]1[C:9]2[CH:8]([OH:10])[CH2:7][NH:6][CH2:5][C:4]=2[CH:3]=[CH:2]1.[Cl:11][C:12]1[CH:13]=[C:14](F)[CH:15]=[CH:16][C:17]=1[Cl:18], predict the reaction product. The product is: [Cl:11][C:12]1[CH:13]=[C:14]([O:10][CH:8]2[CH2:7][NH:6][CH2:5][C:4]3[CH:3]=[CH:2][S:1][C:9]2=3)[CH:15]=[CH:16][C:17]=1[Cl:18]. (8) Given the reactants [C:1]1([C:7]2([CH3:23])[NH:11][C:10](=[O:12])[N:9]([CH2:13][C:14](=[O:21])[C:15]3[CH:20]=[CH:19][CH:18]=[CH:17][CH:16]=3)[C:8]2=[O:22])[CH2:6][CH2:5][CH2:4][CH2:3][CH:2]=1.[CH3:24]I, predict the reaction product. The product is: [C:1]1([C:7]2([CH3:23])[N:11]([CH3:24])[C:10](=[O:12])[N:9]([CH2:13][C:14](=[O:21])[C:15]3[CH:16]=[CH:17][CH:18]=[CH:19][CH:20]=3)[C:8]2=[O:22])[CH2:6][CH2:5][CH2:4][CH2:3][CH:2]=1. (9) Given the reactants [F:1][C:2]1[C:3]([N:14]=[C:15]=[N:16][C:17]2[CH:22]=[C:21]([C:23]([F:26])([F:25])[F:24])[CH:20]=[CH:19][C:18]=2[O:27][CH3:28])=[C:4](/[CH:8]=[CH:9]/[C:10]([O:12][CH3:13])=[O:11])[CH:5]=[CH:6][CH:7]=1.[F:29][C:30]1[CH:31]=[C:32]([N:37]2[CH2:42][CH2:41][NH:40][CH2:39][CH2:38]2)[CH:33]=[CH:34][C:35]=1[F:36], predict the reaction product. The product is: [F:1][C:2]1[CH:7]=[CH:6][CH:5]=[C:4]2[C:3]=1[N:14]=[C:15]([N:40]1[CH2:39][CH2:38][N:37]([C:32]3[CH:33]=[CH:34][C:35]([F:36])=[C:30]([F:29])[CH:31]=3)[CH2:42][CH2:41]1)[N:16]([C:17]1[CH:22]=[C:21]([C:23]([F:26])([F:25])[F:24])[CH:20]=[CH:19][C:18]=1[O:27][CH3:28])[CH:8]2[CH2:9][C:10]([O:12][CH3:13])=[O:11].